Dataset: Catalyst prediction with 721,799 reactions and 888 catalyst types from USPTO. Task: Predict which catalyst facilitates the given reaction. Reactant: [Cl:1][C:2]1[N:3]=[CH:4][NH:5][C:6]=1[Cl:7].[H-].[Na+].[Cl:10][C:11]1[CH:12]=[CH:13][C:14](F)=[C:15]([C:17]([C:19]2[CH:24]=[CH:23][CH:22]=[C:21]([O:25][CH3:26])[C:20]=2[O:27][CH3:28])=[O:18])[CH:16]=1.C(OCC)(=O)C. Product: [Cl:10][C:11]1[CH:12]=[CH:13][C:14]([N:3]2[C:2]([Cl:1])=[C:6]([Cl:7])[N:5]=[CH:4]2)=[C:15]([C:17]([C:19]2[CH:24]=[CH:23][CH:22]=[C:21]([O:25][CH3:26])[C:20]=2[O:27][CH3:28])=[O:18])[CH:16]=1. The catalyst class is: 16.